Dataset: Full USPTO retrosynthesis dataset with 1.9M reactions from patents (1976-2016). Task: Predict the reactants needed to synthesize the given product. (1) Given the product [N:18]([CH2:21][CH2:22][CH2:23][CH2:24][CH2:25][CH2:26][CH2:27][O:28][S:1]([C:4]1[CH:10]=[CH:9][C:7]([CH3:8])=[CH:6][CH:5]=1)(=[O:3])=[O:2])=[N+:19]=[N-:20], predict the reactants needed to synthesize it. The reactants are: [S:1](Cl)([C:4]1[CH:10]=[CH:9][C:7]([CH3:8])=[CH:6][CH:5]=1)(=[O:3])=[O:2].N1C=CC=CC=1.[N:18]([CH2:21][CH2:22][CH2:23][CH2:24][CH2:25][CH2:26][CH2:27][OH:28])=[N+:19]=[N-:20]. (2) Given the product [Br:11][C:5]1[CH:6]=[C:7]([Cl:10])[CH:8]=[CH:9][C:4]=1[N:1]1[CH:13]=[C:12]([Sn:14]([CH2:15][CH2:16][CH2:17][CH3:18])([CH2:23][CH2:24][CH2:25][CH3:26])[CH2:19][CH2:20][CH2:21][CH3:22])[N:3]=[N:2]1, predict the reactants needed to synthesize it. The reactants are: [N:1]([C:4]1[CH:9]=[CH:8][C:7]([Cl:10])=[CH:6][C:5]=1[Br:11])=[N+:2]=[N-:3].[C:12]([Sn:14]([CH2:23][CH2:24][CH2:25][CH3:26])([CH2:19][CH2:20][CH2:21][CH3:22])[CH2:15][CH2:16][CH2:17][CH3:18])#[CH:13]. (3) Given the product [Cl:20][C:21]1[CH:22]=[C:23]2[C:27](=[CH:28][CH:29]=1)[NH:26][C:25]([S:30]([N:33]1[CH2:34][CH2:35][N:36]([C:39]([C:41]3[CH:42]=[CH:43][C:44]([C:2]4[CH:3]=[CH:4][C:5](=[O:13])[N:6]([CH2:8][CH2:9][N:10]([CH3:12])[CH3:11])[N:7]=4)=[CH:45][CH:46]=3)=[O:40])[CH2:37][CH2:38]1)(=[O:31])=[O:32])=[CH:24]2, predict the reactants needed to synthesize it. The reactants are: Cl[C:2]1[CH:3]=[CH:4][C:5](=[O:13])[N:6]([CH2:8][CH2:9][N:10]([CH3:12])[CH3:11])[N:7]=1.C(=O)([O-])[O-].[Cs+].[Cs+].[Cl:20][C:21]1[CH:22]=[C:23]2[C:27](=[CH:28][CH:29]=1)[NH:26][C:25]([S:30]([N:33]1[CH2:38][CH2:37][N:36]([C:39]([C:41]3[CH:46]=[CH:45][C:44](B(O)O)=[CH:43][CH:42]=3)=[O:40])[CH2:35][CH2:34]1)(=[O:32])=[O:31])=[CH:24]2. (4) Given the product [C:13]([CH:4]([CH2:5][C:6]1[CH:11]=[CH:10][C:9]([O:12][CH2:23][C:24]2[CH:29]=[CH:28][CH:27]=[C:26]([OH:30])[CH:25]=2)=[CH:8][CH:7]=1)[C:3]([O:2][CH3:1])=[O:15])#[N:14], predict the reactants needed to synthesize it. The reactants are: [CH3:1][O:2][C:3](=[O:15])[CH:4]([C:13]#[N:14])[CH2:5][C:6]1[CH:11]=[CH:10][C:9]([OH:12])=[CH:8][CH:7]=1.C([O-])([O-])=O.[K+].[K+].Br[CH2:23][C:24]1[CH:25]=[C:26]([OH:30])[CH:27]=[CH:28][CH:29]=1. (5) Given the product [F:11][C:12]1[CH:13]=[C:14]([CH:18]=[CH:19][C:20]=1[F:21])[C:15]([NH:10][C:6]1[N:5]=[C:4]2[CH:3]=[CH:2][NH:1][C:9]2=[CH:8][CH:7]=1)=[O:16], predict the reactants needed to synthesize it. The reactants are: [NH:1]1[C:9]2[C:4](=[N:5][C:6]([NH2:10])=[CH:7][CH:8]=2)[CH:3]=[CH:2]1.[F:11][C:12]1[CH:13]=[C:14]([CH:18]=[CH:19][C:20]=1[F:21])[C:15](Cl)=[O:16]. (6) Given the product [CH3:15][O:16][C:17]1[CH:18]=[C:19]([CH:22]=[CH:23][C:24]=1[O:25][CH3:26])[CH2:20][NH:14][CH:12]([C:9]1[NH:10][CH:11]=[C:7]([C:1]2[CH:2]=[CH:3][CH:4]=[CH:5][CH:6]=2)[N:8]=1)[CH3:13], predict the reactants needed to synthesize it. The reactants are: [C:1]1([C:7]2[N:8]=[C:9]([CH:12]([NH2:14])[CH3:13])[NH:10][CH:11]=2)[CH:6]=[CH:5][CH:4]=[CH:3][CH:2]=1.[CH3:15][O:16][C:17]1[CH:18]=[C:19]([CH:22]=[CH:23][C:24]=1[O:25][CH3:26])[CH:20]=O.[BH4-].[Na+].Cl.[OH-].[Na+].